From a dataset of Forward reaction prediction with 1.9M reactions from USPTO patents (1976-2016). Predict the product of the given reaction. (1) Given the reactants CC(C)([O-])C.[Na+].Br[C:8]1[CH:13]=[CH:12][C:11]([C:14]2[N:19]=[C:18]([O:20][C:21]3[CH:26]=[C:25]([O:27][CH3:28])[C:24]([O:29][CH3:30])=[C:23]([O:31][CH3:32])[CH:22]=3)[C:17]3=[C:33]([CH3:37])[N:34]=[C:35]([CH3:36])[N:16]3[N:15]=2)=[CH:10][CH:9]=1.[NH:38]1[CH2:43][CH2:42][O:41][CH2:40][CH2:39]1, predict the reaction product. The product is: [CH3:37][C:33]1[N:34]=[C:35]([CH3:36])[N:16]2[C:17]=1[C:18]([O:20][C:21]1[CH:26]=[C:25]([O:27][CH3:28])[C:24]([O:29][CH3:30])=[C:23]([O:31][CH3:32])[CH:22]=1)=[N:19][C:14]([C:11]1[CH:12]=[CH:13][C:8]([N:38]3[CH2:43][CH2:42][O:41][CH2:40][CH2:39]3)=[CH:9][CH:10]=1)=[N:15]2. (2) The product is: [CH:1]([C:4]1[CH:9]=[CH:8][CH:7]=[CH:6][C:5]=1[O:10][CH:30]1[CH2:29][CH2:28][CH2:27][CH2:26][O:21]1)([CH3:3])[CH3:2]. Given the reactants [CH:1]([C:4]1[CH:9]=[CH:8][CH:7]=[CH:6][C:5]=1[OH:10])([CH3:3])[CH3:2].ClCCl.[C:28]1(C)[CH:29]=[CH:30]C(S([O-])(=[O:21])=[O:21])=[CH:26][CH:27]=1.[NH+]1[CH:30]=[CH:29][CH:28]=[CH:27][CH:26]=1, predict the reaction product. (3) Given the reactants [F:1][C:2]([F:21])([F:20])[C:3]([N:5]1[CH2:10][CH2:9][C:8]2([CH2:15][CH2:14][C:13]3[CH:16]=[CH:17][CH:18]=[CH:19][C:12]=3[O:11]2)[CH2:7][CH2:6]1)=[O:4].[C:22](Cl)(=[O:25])[CH2:23][CH3:24].[Sn](Cl)(Cl)(Cl)Cl, predict the reaction product. The product is: [F:21][C:2]([F:1])([F:20])[C:3]([N:5]1[CH2:10][CH2:9][C:8]2([CH2:15][CH2:14][C:13]3[CH:16]=[C:17]([C:22](=[O:25])[CH2:23][CH3:24])[CH:18]=[CH:19][C:12]=3[O:11]2)[CH2:7][CH2:6]1)=[O:4]. (4) Given the reactants C[O:2][C:3](=[O:15])[CH2:4][CH2:5][N:6]1[CH:14]=[C:12]([CH3:13])[C:10](=[O:11])[NH:9][C:7]1=[O:8].Cl, predict the reaction product. The product is: [N:6]1([CH2:5][CH2:4][C:3]([OH:15])=[O:2])[CH:14]=[C:12]([CH3:13])[C:10](=[O:11])[NH:9][C:7]1=[O:8]. (5) Given the reactants CC1C=C(C=C([N+]([O-])=O)C=1)C(O)=O.[CH3:14][O:15][C:16]1[CH:17]=[C:18]([CH:23]=[C:24]([N+:26]([O-:28])=[O:27])[CH:25]=1)[C:19]([O:21]C)=[O:20].[OH-].[Na+], predict the reaction product. The product is: [CH3:14][O:15][C:16]1[CH:17]=[C:18]([CH:23]=[C:24]([N+:26]([O-:28])=[O:27])[CH:25]=1)[C:19]([OH:21])=[O:20]. (6) Given the reactants [NH2:1][C:2]1[N:3]=[CH:4][C:5]([C:12]2[CH:22]=[CH:21][C:15]([C:16]([N:18]([CH3:20])[CH3:19])=[O:17])=[CH:14][CH:13]=2)=[N:6][C:7]=1[C:8]([NH:10][NH2:11])=[O:9].[N:23]([CH2:26][C:27]1[CH:32]=[CH:31][CH:30]=[CH:29][CH:28]=1)=[C:24]=S.C(Cl)CCl, predict the reaction product. The product is: [NH2:1][C:2]1[N:3]=[CH:4][C:5]([C:12]2[CH:13]=[CH:14][C:15]([C:16]([N:18]([CH3:19])[CH3:20])=[O:17])=[CH:21][CH:22]=2)=[N:6][C:7]=1[C:8]1[O:9][C:24]([NH:23][CH2:26][C:27]2[CH:32]=[CH:31][CH:30]=[CH:29][CH:28]=2)=[N:11][N:10]=1. (7) Given the reactants [CH3:1][C:2]1([CH3:17])[O:6][C@@H:5]2[C@H:7]([C:11]3[CH:16]=[CH:15][CH:14]=[CH:13][CH:12]=3)[O:8][C@@H:9](O)[C@@H:4]2[O:3]1.CN(P(N(C)C)N(C)C)C.[CH3:28][C:29]1[C:30]2[CH:37]=[CH:36][NH:35][C:31]=2[N:32]=[CH:33][N:34]=1.[OH-].[K+].C(N(CCOCCOC)CCOCCOC)COCCOC, predict the reaction product. The product is: [CH3:1][C:2]1([CH3:17])[O:6][C@@H:5]2[C@H:7]([C:11]3[CH:16]=[CH:15][CH:14]=[CH:13][CH:12]=3)[O:8][C@@H:9]([N:35]3[C:31]4[N:32]=[CH:33][N:34]=[C:29]([CH3:28])[C:30]=4[CH:37]=[CH:36]3)[C@@H:4]2[O:3]1. (8) Given the reactants C(OC(=O)[NH:7][C:8]1[CH:13]=[C:12]([O:14][CH3:15])[CH:11]=[C:10]([O:16][CH3:17])[C:9]=1[Cl:18])(C)(C)C.FC(F)(F)C(O)=O, predict the reaction product. The product is: [Cl:18][C:9]1[C:10]([O:16][CH3:17])=[CH:11][C:12]([O:14][CH3:15])=[CH:13][C:8]=1[NH2:7].